This data is from Full USPTO retrosynthesis dataset with 1.9M reactions from patents (1976-2016). The task is: Predict the reactants needed to synthesize the given product. (1) Given the product [CH3:29][O:28][C:26]([C:25]1[C:24]([C:30]([O:32][CH3:33])=[O:31])=[C:5]([C:4]2[CH:20]=[CH:21][C:22]([F:23])=[C:2]([F:1])[CH:3]=2)[N:7]2[C:16]=1[CH2:15][C:14]1[CH:13]=[CH:12][CH:11]=[CH:10][C:9]=1[CH2:8]2)=[O:27], predict the reactants needed to synthesize it. The reactants are: [F:1][C:2]1[CH:3]=[C:4]([CH:20]=[CH:21][C:22]=1[F:23])[C:5]([N:7]1[CH:16](C(O)=O)[CH2:15][C:14]2[C:9](=[CH:10][CH:11]=[CH:12][CH:13]=2)[CH2:8]1)=O.[C:24]([C:30]([O:32][CH3:33])=[O:31])#[C:25][C:26]([O:28][CH3:29])=[O:27]. (2) Given the product [ClH:1].[Cl:1][C:2]1[CH:3]=[CH:4][C:5]([CH3:11])=[C:6]([CH2:8][CH2:9][NH2:10])[CH:7]=1, predict the reactants needed to synthesize it. The reactants are: [Cl:1][C:2]1[CH:3]=[CH:4][C:5]([CH3:11])=[C:6]([CH2:8][C:9]#[N:10])[CH:7]=1.CO.